Regression. Given a target protein amino acid sequence and a drug SMILES string, predict the binding affinity score between them. We predict pIC50 (pIC50 = -log10(IC50 in M); higher means more potent). Dataset: bindingdb_ic50. From a dataset of Drug-target binding data from BindingDB using IC50 measurements. (1) The small molecule is CCCCCC(=O)Nc1cccnc1C(=O)Nc1nccs1. The target protein (Q01662) has sequence MSTATTTVTTSDQASHPTKIYCSGLQCGRETSSQMKCPVCLKQGIVSIFCDTSCYENNYKAHKALHNAKDGLEGAYDPFPKFKYSGKVKASYPLTPRRYVPEDIPKPDWAANGLPVSEQRNDRLNNIPIYKKDQIKKIRKACMLGREVLDIAAAHVRPGITTDELDEIVHNETIKRGAYPSPLNYYNFPKSLCTSVNEVICHGVPDKTVLKEGDIVNLDVSLYYQGYHADLNETYYVGENISKEALNTTETSRECLKLAIKMCKPGTTFQELGDHIEKHATENKCSVVRTYCGHGVGEFFHCSPNIPHYAKNRTPGVMKPGMVFTIEPMINEGTWKDMTWPDDWTSTTQDGKLSAQFEHTLLVTEHGVEILTARNKKSPGGPRQRIK. The pIC50 is 6.2. (2) The small molecule is CCCCc1c(C)nc2nc(SCc3nc4c(c(=O)[nH]c(=O)n4CCCC)n3CC)nn2c1C. The target protein (Q58F21) has sequence MSLPSRQTAIIVNPPPPEYINTKKNGRLTNQLQYLQKVVLKDLWKHSFSWPFQRPVDAVKLQLPDYYTIIKNPMDLNTIKKRLENKYYAKASECIEDFNTMFSNCYLYNKPGDDIVLMAQALEKLFMQKLSQMPQEEQVVGVKERIKKGTQQNIAVSSAKEKSSPSATEKVFKQQEIPSVFPKTSISPLNVVQGASVNSSSQTAAQVTKGVKRKADTTTPATSAVKASSEFSPTFTEKSVALPPIKENMPKNVLPDSQQQYNVVKTVKVTEQLRHCSEILKEMLAKKHFSYAWPFYNPVDVNALGLHNYYDVVKNPMDLGTIKEKMDNQEYKDAYKFAADVRLMFMNCYKYNPPDHEVVTMARMLQDVFETHFSKIPIEPVESMPLCYIKTDITETTGRENTNEASSEGNSSDDSEDERVKRLAKLQEQLKAVHQQLQVLSQVPFRKLNKKKEKSKKEKKKEKVNNSNENPRKMCEQMRLKEKSKRNQPKKRKQQFIGLK.... The pIC50 is 4.0. (3) The drug is CC(=O)N(CCO)CCCCOc1ccc2c(-c3ccc(Br)cc3)nsc2c1. The target protein (P38605) has sequence MWKLKIAEGGSPWLRTTNNHVGRQFWEFDPNLGTPEDLAAVEEARKSFSDNRFVQKHSADLLMRLQFSRENLISPVLPQVKIEDTDDVTEEMVETTLKRGLDFYSTIQAHDGHWPGDYGGPMFLLPGLIITLSITGALNTVLSEQHKQEMRRYLYNHQNEDGGWGLHIEGPSTMFGSVLNYVTLRLLGEGPNDGDGDMEKGRDWILNHGGATNITSWGKMWLSVLGAFEWSGNNPLPPEIWLLPYFLPIHPGRMWCHCRMVYLPMSYLYGKRFVGPITSTVLSLRKELFTVPYHEVNWNEARNLCAKEDLYYPHPLVQDILWASLHKIVEPVLMRWPGANLREKAIRTAIEHIHYEDENTRYICIGPVNKVLNMLCCWVEDPNSEAFKLHLPRIHDFLWLAEDGMKMQGYNGSQLWDTGFAIQAILATNLVEEYGPVLEKAHSFVKNSQVLEDCPGDLNYWYRHISKGAWPFSTADHGWPISDCTAEGLKAALLLSKVPK.... The pIC50 is 6.1. (4) The drug is O=c1ccn(-c2cccc(-c3ccccc3)c2)cc1O. The target protein (P22734) has sequence MPLAAVSLGLLLLALLLLLRHLGWGLVTIFWFEYVLQPVHNLIMGDTKEQRILRYVQQNAKPGDPQSVLEAIDTYCTQKEWAMNVGDAKGQIMDAVIREYSPSLVLELGAYCGYSAVRMARLLQPGARLLTMEMNPDYAAITQQMLNFAGLQDKVTILNGASQDLIPQLKKKYDVDTLDMVFLDHWKDRYLPDTLLLEKCGLLRKGTVLLADNVIVPGTPDFLAYVRGSSSFECTHYSSYLEYMKVVDGLEKAIYQGPSSPDKS. The pIC50 is 7.8.